This data is from Catalyst prediction with 721,799 reactions and 888 catalyst types from USPTO. The task is: Predict which catalyst facilitates the given reaction. (1) Reactant: [OH:1][C:2]1[CH:9]=[CH:8][C:7]([O:10][CH2:11][OH:12])=[CH:6][C:3]=1[C:4]#[N:5].Cl[CH2:14][C:15]([C:17]1[CH:22]=[CH:21][C:20]([Cl:23])=[CH:19][C:18]=1[Cl:24])=[O:16].C(=O)([O-])[O-].[K+].[K+]. Product: [NH2:5][C:4]1[C:3]2[CH:6]=[C:7]3[C:8]([O:12][CH2:11][O:10]3)=[CH:9][C:2]=2[O:1][C:14]=1[C:15]([C:17]1[CH:22]=[CH:21][C:20]([Cl:23])=[CH:19][C:18]=1[Cl:24])=[O:16]. The catalyst class is: 3. (2) Reactant: [C:1]([NH2:4])(=[O:3])[CH3:2].O.[C:6]([OH:10])(=[O:9])[CH:7]=[O:8]. Product: [C:1]([NH:4][CH:7]([OH:8])[C:6]([OH:10])=[O:9])(=[O:3])[CH3:2]. The catalyst class is: 21. (3) Reactant: [Cl:1][C:2]1[CH:7]=[C:6](I)[CH:5]=[CH:4][N:3]=1.[OH:9][C:10]1[CH:11]=[N:12][CH:13]=[CH:14][CH:15]=1.C([O-])([O-])=O.[Cs+].[Cs+].CN(C=O)C. Product: [Cl:1][C:2]1[CH:7]=[C:6]([O:9][C:10]2[CH:11]=[N:12][CH:13]=[CH:14][CH:15]=2)[CH:5]=[CH:4][N:3]=1. The catalyst class is: 238. (4) Reactant: Br[C:2]1[C:3]([O:21]C)=[CH:4][C:5]([O:19]C)=[C:6]([C:8]2[C:12]3[CH:13]=[CH:14][C:15]([O:17]C)=[CH:16][C:11]=3[O:10][N:9]=2)[CH:7]=1.[Li][CH2:24]CCC.IC.B(Br)(Br)Br. Product: [OH:17][C:15]1[CH:14]=[CH:13][C:12]2[C:8]([C:6]3[CH:7]=[C:2]([CH3:24])[C:3]([OH:21])=[CH:4][C:5]=3[OH:19])=[N:9][O:10][C:11]=2[CH:16]=1. The catalyst class is: 1.